Dataset: Full USPTO retrosynthesis dataset with 1.9M reactions from patents (1976-2016). Task: Predict the reactants needed to synthesize the given product. (1) Given the product [NH2:22][C:18]1[CH:17]=[C:16]([N:13]2[CH2:12][CH2:11][N:10]([C:8](=[O:9])[CH2:7][N:6]3[C:2]([CH3:1])=[CH:3][C:4]([C:25]([F:28])([F:27])[F:26])=[N:5]3)[CH2:15][CH2:14]2)[CH:21]=[CH:20][CH:19]=1, predict the reactants needed to synthesize it. The reactants are: [CH3:1][C:2]1[N:6]([CH2:7][C:8]([N:10]2[CH2:15][CH2:14][N:13]([C:16]3[CH:21]=[CH:20][CH:19]=[C:18]([N+:22]([O-])=O)[CH:17]=3)[CH2:12][CH2:11]2)=[O:9])[N:5]=[C:4]([C:25]([F:28])([F:27])[F:26])[CH:3]=1. (2) Given the product [CH2:10]([O:9][C:7]([C:3]1[N:4]=[CH:5][S:6][C:2]=1[C:20]#[C:19][Si:21]([CH3:24])([CH3:23])[CH3:22])=[O:8])[CH3:11], predict the reactants needed to synthesize it. The reactants are: Br[C:2]1[S:6][CH:5]=[N:4][C:3]=1[C:7]([O:9][CH2:10][CH3:11])=[O:8].C(N(CC)CC)C.[C:19]([Si:21]([CH3:24])([CH3:23])[CH3:22])#[CH:20].O. (3) Given the product [CH3:1][O:2][CH2:3][CH2:4][O:5][C:6](=[O:33])[CH2:7][N:8]([C:9]1[S:10][C:11]2[N:12]=[C:13]([N:18]3[CH2:23][CH2:22][CH:21]([O:24][C:25]4[CH:30]=[C:29]([F:31])[CH:28]=[CH:27][C:26]=4[Br:32])[CH2:20][CH2:19]3)[N:14]=[CH:15][C:16]=2[N:17]=1)[CH3:35], predict the reactants needed to synthesize it. The reactants are: [CH3:1][O:2][CH2:3][CH2:4][O:5][C:6](=[O:33])[CH2:7][NH:8][C:9]1[S:10][C:11]2[N:12]=[C:13]([N:18]3[CH2:23][CH2:22][CH:21]([O:24][C:25]4[CH:30]=[C:29]([F:31])[CH:28]=[CH:27][C:26]=4[Br:32])[CH2:20][CH2:19]3)[N:14]=[CH:15][C:16]=2[N:17]=1.I[CH3:35]. (4) Given the product [CH3:15][CH:9]1[CH2:10][CH2:11][CH2:12][CH:13]([CH3:14])[N:8]1[CH2:7][CH2:6][O:5][C:4]1[CH:16]=[CH:17][C:18]([NH2:20])=[CH:19][C:3]=1[O:2][CH3:1], predict the reactants needed to synthesize it. The reactants are: [CH3:1][O:2][C:3]1[CH:19]=[C:18]([N+:20]([O-])=O)[CH:17]=[CH:16][C:4]=1[O:5][CH2:6][CH2:7][N:8]1[CH:13]([CH3:14])[CH2:12][CH2:11][CH2:10][CH:9]1[CH3:15]. (5) Given the product [Br:13][C:14]1[CH:15]=[C:16]([S:20]([NH:1][C:2]2[S:3][CH:4]=[C:5]([CH2:7][C:8]([O:10][CH2:11][CH3:12])=[O:9])[N:6]=2)(=[O:22])=[O:21])[S:17][C:18]=1[Cl:19], predict the reactants needed to synthesize it. The reactants are: [NH2:1][C:2]1[S:3][CH:4]=[C:5]([CH2:7][C:8]([O:10][CH2:11][CH3:12])=[O:9])[N:6]=1.[Br:13][C:14]1[CH:15]=[C:16]([S:20](Cl)(=[O:22])=[O:21])[S:17][C:18]=1[Cl:19]. (6) Given the product [O:23]1[CH2:24][CH2:25][N:20]([C:2]2[CH:3]=[C:4]([OH:12])[C:5]3[N:6]=[CH:7][CH:8]=[N:9][C:10]=3[CH:11]=2)[CH2:21][CH2:22]1, predict the reactants needed to synthesize it. The reactants are: Br[C:2]1[CH:11]=[C:10]2[C:5]([N:6]=[CH:7][CH:8]=[N:9]2)=[C:4]([O:12][Si](C(C)(C)C)(C)C)[CH:3]=1.[NH:20]1[CH2:25][CH2:24][O:23][CH2:22][CH2:21]1.C(=O)([O-])[O-].[Cs+].[Cs+]. (7) The reactants are: [Cl:1][C:2]1[CH:8]=[C:7]([O:9][C:10]2[C:19]3[C:14](=[CH:15][C:16]([O:22][CH3:23])=[C:17]([O:20][CH3:21])[CH:18]=3)[N:13]=[CH:12][N:11]=2)[CH:6]=[CH:5][C:3]=1[NH2:4].C1(C)C=CC=CC=1.C(N(CC)CC)C.ClC(Cl)(O[C:42](=[O:48])[O:43][C:44](Cl)(Cl)Cl)Cl.[Cl:50][C:51]1[CH:61]=[CH:60][C:54]([O:55][CH2:56][CH2:57]CO)=[CH:53][CH:52]=1. Given the product [Cl:1][C:2]1[CH:8]=[C:7]([O:9][C:10]2[C:19]3[C:14](=[CH:15][C:16]([O:22][CH3:23])=[C:17]([O:20][CH3:21])[CH:18]=3)[N:13]=[CH:12][N:11]=2)[CH:6]=[CH:5][C:3]=1[NH:4][C:42](=[O:48])[O:43][CH2:44][CH2:57][CH2:56][O:55][C:54]1[CH:60]=[CH:61][C:51]([Cl:50])=[CH:52][CH:53]=1, predict the reactants needed to synthesize it.